Dataset: NCI-60 drug combinations with 297,098 pairs across 59 cell lines. Task: Regression. Given two drug SMILES strings and cell line genomic features, predict the synergy score measuring deviation from expected non-interaction effect. (1) Drug 1: C1CC(=O)NC(=O)C1N2C(=O)C3=CC=CC=C3C2=O. Drug 2: C(CN)CNCCSP(=O)(O)O. Cell line: PC-3. Synergy scores: CSS=7.96, Synergy_ZIP=-4.04, Synergy_Bliss=-0.407, Synergy_Loewe=-0.611, Synergy_HSA=0.849. (2) Drug 2: N.N.Cl[Pt+2]Cl. Cell line: HOP-62. Drug 1: CNC(=O)C1=CC=CC=C1SC2=CC3=C(C=C2)C(=NN3)C=CC4=CC=CC=N4. Synergy scores: CSS=-3.43, Synergy_ZIP=3.70, Synergy_Bliss=0.308, Synergy_Loewe=-5.69, Synergy_HSA=-5.42. (3) Drug 1: CC1C(C(=O)NC(C(=O)N2CCCC2C(=O)N(CC(=O)N(C(C(=O)O1)C(C)C)C)C)C(C)C)NC(=O)C3=C4C(=C(C=C3)C)OC5=C(C(=O)C(=C(C5=N4)C(=O)NC6C(OC(=O)C(N(C(=O)CN(C(=O)C7CCCN7C(=O)C(NC6=O)C(C)C)C)C)C(C)C)C)N)C. Drug 2: CC1CCC2CC(C(=CC=CC=CC(CC(C(=O)C(C(C(=CC(C(=O)CC(OC(=O)C3CCCCN3C(=O)C(=O)C1(O2)O)C(C)CC4CCC(C(C4)OC)O)C)C)O)OC)C)C)C)OC. Cell line: SK-OV-3. Synergy scores: CSS=13.5, Synergy_ZIP=1.91, Synergy_Bliss=3.47, Synergy_Loewe=-3.44, Synergy_HSA=-0.201. (4) Drug 1: C1=CC(=CC=C1CCC2=CNC3=C2C(=O)NC(=N3)N)C(=O)NC(CCC(=O)O)C(=O)O. Drug 2: C1=CC(=C2C(=C1NCCNCCO)C(=O)C3=C(C=CC(=C3C2=O)O)O)NCCNCCO. Cell line: COLO 205. Synergy scores: CSS=65.0, Synergy_ZIP=-1.28, Synergy_Bliss=-0.832, Synergy_Loewe=5.91, Synergy_HSA=8.52. (5) Drug 1: C1C(C(OC1N2C=NC3=C2NC=NCC3O)CO)O. Drug 2: CC1CCCC2(C(O2)CC(NC(=O)CC(C(C(=O)C(C1O)C)(C)C)O)C(=CC3=CSC(=N3)C)C)C. Cell line: M14. Synergy scores: CSS=42.3, Synergy_ZIP=0.238, Synergy_Bliss=-2.01, Synergy_Loewe=-4.52, Synergy_HSA=-1.05. (6) Drug 2: CS(=O)(=O)CCNCC1=CC=C(O1)C2=CC3=C(C=C2)N=CN=C3NC4=CC(=C(C=C4)OCC5=CC(=CC=C5)F)Cl. Synergy scores: CSS=50.7, Synergy_ZIP=2.33, Synergy_Bliss=4.66, Synergy_Loewe=-9.70, Synergy_HSA=3.31. Cell line: OVCAR-8. Drug 1: CC1=C2C(C(=O)C3(C(CC4C(C3C(C(C2(C)C)(CC1OC(=O)C(C(C5=CC=CC=C5)NC(=O)C6=CC=CC=C6)O)O)OC(=O)C7=CC=CC=C7)(CO4)OC(=O)C)O)C)OC(=O)C.